This data is from Catalyst prediction with 721,799 reactions and 888 catalyst types from USPTO. The task is: Predict which catalyst facilitates the given reaction. Reactant: [CH2:1]([S:3][CH2:4][CH:5]1[CH2:10][CH:9]([C:11]2[CH:16]=[CH:15][C:14]([C:17]([F:20])([F:19])[F:18])=[CH:13][CH:12]=2)[CH2:8][N:7]([C:21]([N:23]2[CH2:28][CH2:27][O:26][CH2:25][CH2:24]2)=[O:22])[CH2:6]1)[CH3:2].ClC1C=C(C=CC=1)C(OO)=[O:34]. Product: [CH2:1]([S:3]([CH2:4][CH:5]1[CH2:10][CH:9]([C:11]2[CH:12]=[CH:13][C:14]([C:17]([F:18])([F:19])[F:20])=[CH:15][CH:16]=2)[CH2:8][N:7]([C:21]([N:23]2[CH2:24][CH2:25][O:26][CH2:27][CH2:28]2)=[O:22])[CH2:6]1)=[O:34])[CH3:2]. The catalyst class is: 4.